Dataset: Forward reaction prediction with 1.9M reactions from USPTO patents (1976-2016). Task: Predict the product of the given reaction. (1) Given the reactants C1(N[N:8]=[C:9]2[C:15]3[CH:16]=[CH:17][CH:18]=[CH:19][C:14]=3[CH2:13][CH2:12][CH2:11][CH2:10]2)C=CC=CC=1.[OH-].[Na+], predict the reaction product. The product is: [CH:16]1[C:15]2[C:9]3[NH:8][C:14]4[C:19]([C:10]=3[CH2:11][CH2:12][CH2:13][C:14]=2[CH:19]=[CH:18][CH:17]=1)=[CH:18][CH:17]=[CH:16][CH:15]=4. (2) Given the reactants [NH2:1][C:2]1[CH:7]=[C:6](Br)[N:5]=[C:4]([C:9]([O:11][CH3:12])=[O:10])[C:3]=1[O:13][CH3:14].COCCOC.[Cl:21][C:22]1[CH:27]=[CH:26][C:25](B2OCCCO2)=[CH:24][CH:23]=1.[F-].[Cs+], predict the reaction product. The product is: [NH2:1][C:2]1[CH:7]=[C:6]([C:25]2[CH:26]=[CH:27][C:22]([Cl:21])=[CH:23][CH:24]=2)[N:5]=[C:4]([C:9]([O:11][CH3:12])=[O:10])[C:3]=1[O:13][CH3:14]. (3) Given the reactants [CH:1]1[C:14]2[C:5](=[N:6][CH:7]=[C:8]3[C:13]=2[CH:12]=[CH:11][CH:10]=[CH:9]3)[CH:4]=[CH:3][CH:2]=1.C[Li].Cl[S:18]([C:21]1[CH:22]=[CH:23][C:24]([OH:30])=[C:25]([CH:29]=1)[C:26]([OH:28])=[O:27])(=[O:20])=[O:19].[CH:31](N(CC)C(C)C)(C)C.Cl, predict the reaction product. The product is: [OH:30][C:24]1[CH:23]=[CH:22][C:21]([S:18]([N:6]2[CH:7]([CH3:31])[C:8]3[C:13](=[CH:12][CH:11]=[CH:10][CH:9]=3)[C:14]3[CH:1]=[CH:2][CH:3]=[CH:4][C:5]2=3)(=[O:20])=[O:19])=[CH:29][C:25]=1[C:26]([OH:28])=[O:27]. (4) Given the reactants [CH3:1][N:2]1[C:6]2[CH:7]=[CH:8][C:9]([N:11]3[CH2:15][C@H:14]([C:16]([O:18]CCCC)=O)[O:13][C:12]3=[O:23])=[CH:10][C:5]=2[S:4][C:3]1=[O:24].[CH3:25][NH2:26], predict the reaction product. The product is: [CH3:25][NH:26][C:16]([C@@H:14]1[O:13][C:12](=[O:23])[N:11]([C:9]2[CH:8]=[CH:7][C:6]3[N:2]([CH3:1])[C:3](=[O:24])[S:4][C:5]=3[CH:10]=2)[CH2:15]1)=[O:18]. (5) Given the reactants [OH:1][CH:2]([C:32]1[CH:37]=[CH:36][C:35]([OH:38])=[CH:34][CH:33]=1)[CH:3]([NH:18][C:19]([C:21]1[CH:22]=[CH:23][CH:24]=[C:25]2[CH2:31][CH2:30][CH2:29][CH:28]=[CH:27][C:26]=12)=[O:20])[CH2:4][C:5]1[CH:10]=[CH:9][CH:8]=[C:7]([O:11][C:12]([F:17])([F:16])[CH:13]([F:15])[F:14])[CH:6]=1.C(=O)([O-])[O-].[K+].[K+].Br[CH2:46][C:47]([O:49][CH2:50][CH3:51])=[O:48], predict the reaction product. The product is: [C:47]([O:49][CH2:50][CH2:51][O:38][C:35]1[CH:36]=[CH:37][C:32]([CH:2]([OH:1])[CH:3]([NH:18][C:19]([C:21]2[C:26]3[CH:27]=[CH:28][CH2:29][CH2:30][CH2:31][C:25]=3[CH:24]=[CH:23][CH:22]=2)=[O:20])[CH2:4][C:5]2[CH:10]=[CH:9][CH:8]=[C:7]([O:11][C:12]([F:16])([F:17])[CH:13]([F:15])[F:14])[CH:6]=2)=[CH:33][CH:34]=1)(=[O:48])[CH3:46]. (6) Given the reactants [Br:1][C:2]1[CH:9]=[CH:8][C:5]([CH:6]=[CH2:7])=[CH:4][CH:3]=1.[N+](=[CH:12][C:13]([O:15][CH2:16][CH3:17])=[O:14])=[N-], predict the reaction product. The product is: [CH2:16]([O:15][C:13]([CH:12]1[CH2:7][CH:6]1[C:5]1[CH:8]=[CH:9][C:2]([Br:1])=[CH:3][CH:4]=1)=[O:14])[CH3:17]. (7) Given the reactants [C:1]([BH3-])#[N:2].[Na+].N[C:6]1[CH:7]=[C:8]2[C:13](=[CH:14][CH:15]=1)[C:11](=[O:12])[O:10][CH2:9]2.C=O.O.[C:19](O)(=O)C, predict the reaction product. The product is: [CH3:19][N:2]([CH3:1])[C:6]1[CH:7]=[C:8]2[C:13](=[CH:14][CH:15]=1)[C:11](=[O:12])[O:10][CH2:9]2. (8) Given the reactants [CH2:1]([O:8][C:9]([N:11]([CH2:32][C:33]([N:35]1[CH2:39][C@@H:38]([F:40])[CH2:37][C@H:36]1[C:41]#[N:42])=[O:34])[C:12]12[CH2:19][CH2:18][C:15]([C:20]([O:22]N3C4C=CC=CC=4N=N3)=O)([CH2:16][CH2:17]1)[CH2:14][CH2:13]2)=[O:10])[C:2]1[CH:7]=[CH:6][CH:5]=[CH:4][CH:3]=1.[CH:43]1([NH2:49])[CH2:48][CH2:47][CH2:46][CH2:45][CH2:44]1, predict the reaction product. The product is: [CH2:1]([O:8][C:9]([N:11]([CH2:32][C:33]([N:35]1[CH2:39][C@@H:38]([F:40])[CH2:37][C@H:36]1[C:41]#[N:42])=[O:34])[C:12]12[CH2:17][CH2:16][C:15]([C:20]([NH:49][CH:43]3[CH2:48][CH2:47][CH2:46][CH2:45][CH2:44]3)=[O:22])([CH2:18][CH2:19]1)[CH2:14][CH2:13]2)=[O:10])[C:2]1[CH:7]=[CH:6][CH:5]=[CH:4][CH:3]=1. (9) The product is: [CH3:1][O:2][C:3](=[O:26])[C:4]([C:9]1[CH:10]=[C:11]([C:32]2[CH:33]=[C:28]([F:27])[CH:29]=[CH:30][C:31]=2[O:37][CH2:38][O:39][CH3:40])[C:12]([O:17][CH2:18][C:19]2[CH:24]=[CH:23][CH:22]=[CH:21][CH:20]=2)=[C:13]([CH:15]=[O:16])[CH:14]=1)([CH2:7][OH:8])[CH2:5][OH:6]. Given the reactants [CH3:1][O:2][C:3](=[O:26])[C:4]([C:9]1[CH:14]=[C:13]([CH:15]=[O:16])[C:12]([O:17][CH2:18][C:19]2[CH:24]=[CH:23][CH:22]=[CH:21][CH:20]=2)=[C:11](Br)[CH:10]=1)([CH2:7][OH:8])[CH2:5][OH:6].[F:27][C:28]1[CH:29]=[CH:30][C:31]([O:37][CH2:38][O:39][CH3:40])=[C:32](B(O)O)[CH:33]=1, predict the reaction product. (10) Given the reactants [C:1]1([S:7]([N:10]2[C:18]3[C:13](=[CH:14][CH:15]=[CH:16][C:17]=3[F:19])[C:12]([C:20]3[S:24][C:23]([CH:25]=O)=[CH:22][CH:21]=3)=[CH:11]2)(=[O:9])=[O:8])[CH:6]=[CH:5][CH:4]=[CH:3][CH:2]=1.[NH:27]1[CH2:31][CH2:30][CH2:29][CH2:28]1.C([BH3-])#N.[Na+], predict the reaction product. The product is: [C:1]1([S:7]([N:10]2[C:18]3[C:13](=[CH:14][CH:15]=[CH:16][C:17]=3[F:19])[C:12]([C:20]3[S:24][C:23]([CH2:25][N:27]4[CH2:31][CH2:30][CH2:29][CH2:28]4)=[CH:22][CH:21]=3)=[CH:11]2)(=[O:9])=[O:8])[CH:6]=[CH:5][CH:4]=[CH:3][CH:2]=1.